Dataset: Reaction yield outcomes from USPTO patents with 853,638 reactions. Task: Predict the reaction yield, written as a fraction of the theoretical maximum amount of product (1.0 means a 100% yield; for example, 0.34 means a 34% yield). (1) The reactants are [OH-].[Na+].[Cl:3][C:4]1[N:9]=[C:8]([CH2:10][S:11]([CH3:20])(=[O:19])=[N:12]C(=O)C(F)(F)F)[CH:7]=[C:6]([N:21]2[CH2:26][CH2:25][O:24][CH2:23][C@H:22]2[CH3:27])[N:5]=1.Br[CH2:29][CH2:30]Br. The catalyst is [Br-].C([N+](CCCCCCCC)(CCCCCCCC)CCCCCCCC)CCCCCCC.CN1C2C(N=C(N)NC=2NCC1CNC1C=CC(C(NC(C(O)=O)CCC(O)=O)=O)=CC=1)=O. The product is [Cl:3][C:4]1[N:5]=[C:6]([N:21]2[CH2:26][CH2:25][O:24][CH2:23][C@H:22]2[CH3:27])[CH:7]=[C:8]([C:10]2([S:11]([CH3:20])(=[NH:12])=[O:19])[CH2:30][CH2:29]2)[N:9]=1. The yield is 0.660. (2) The reactants are [CH3:1][N:2]1[CH2:7][CH2:6][N:5]([C:8]2[CH:13]=[CH:12][CH:11]=[C:10]([S:14]([N:17]3[CH2:22][CH2:21][CH:20]([C:23]4[CH:28]=[CH:27][CH:26]=[CH:25][C:24]=4[CH3:29])[CH2:19][CH2:18]3)(=[O:16])=[O:15])[N:9]=2)[CH2:4][CH2:3]1.[ClH:30]. The catalyst is ClCCl.CCOCC. The product is [ClH:30].[CH3:1][N:2]1[CH2:7][CH2:6][N:5]([C:8]2[CH:13]=[CH:12][CH:11]=[C:10]([S:14]([N:17]3[CH2:18][CH2:19][CH:20]([C:23]4[CH:28]=[CH:27][CH:26]=[CH:25][C:24]=4[CH3:29])[CH2:21][CH2:22]3)(=[O:16])=[O:15])[N:9]=2)[CH2:4][CH2:3]1. The yield is 0.880. (3) The reactants are [Br:1][CH:2]([C:6]1[CH:11]=[CH:10][CH:9]=[CH:8][CH:7]=1)[C:3]([OH:5])=[O:4].[C:12]1([C@@H:18](O)[CH3:19])[CH:17]=[CH:16][CH:15]=[CH:14][CH:13]=1.CCN=C=NCCCN(C)C. The catalyst is CN(C1C=CN=CC=1)C.ClCCl.C(OCC)(=O)C. The product is [Br:1][CH:2]([C:6]1[CH:11]=[CH:10][CH:9]=[CH:8][CH:7]=1)[C:3]([O:5][C@H:18]([C:12]1[CH:17]=[CH:16][CH:15]=[CH:14][CH:13]=1)[CH3:19])=[O:4]. The yield is 0.730. (4) No catalyst specified. The product is [CH2:1]([O:3][C:4]([C:6]1[C:10]([CH3:11])=[C:9]([CH2:12][N:53]2[CH2:30][CH2:29][CH2:44][CH2:43][CH2:52]2)[S:8][C:7]=1[NH:14][C:15](=[O:28])[C:16]1[CH:21]=[CH:20][CH:19]=[C:18]([CH2:22][N:23]([CH2:24][CH3:25])[CH2:26][CH3:27])[CH:17]=1)=[O:5])[CH3:2]. The yield is 0.640. The reactants are [CH2:1]([O:3][C:4]([C:6]1[C:10]([CH3:11])=[C:9]([CH:12]=O)[S:8][C:7]=1[NH:14][C:15](=[O:28])[C:16]1[CH:21]=[CH:20][CH:19]=[C:18]([CH2:22][N:23]([CH2:26][CH3:27])[CH2:24][CH3:25])[CH:17]=1)=[O:5])[CH3:2].[C:29](O)(=O)[CH3:30].C(O[BH-](O[C:43](=O)[CH3:44])OC(=O)C)(=O)C.[Na+].C(=O)([O-])O.[Na+].[CH3:52][N:53](C)C=O. (5) The yield is 0.880. The catalyst is [Cu]I.O1CCOCC1. The product is [C:39]([O:38][C:34]([N:35]([C:16]1[CH:21]=[CH:20][C:19]([C:22]2[CH:27]=[CH:26][CH:25]=[CH:24][CH:23]=2)=[CH:18][CH:17]=1)[NH2:36])=[O:37])([CH3:42])([CH3:41])[CH3:40]. The reactants are N1C2C(=CC=C3C=2N=CC=C3)C=CC=1.I[C:16]1[CH:21]=[CH:20][C:19]([C:22]2[CH:27]=[CH:26][CH:25]=[CH:24][CH:23]=2)=[CH:18][CH:17]=1.C([O-])([O-])=O.[Cs+].[Cs+].[C:34]([O:38][C:39]([CH3:42])([CH3:41])[CH3:40])(=[O:37])[NH:35][NH2:36]. (6) The reactants are C[O:2][C:3](=[O:31])[C:4]1[CH:9]=[CH:8][CH:7]=[CH:6][C:5]=1[NH:10][C:11]1[CH:16]=[CH:15][C:14]([CH2:17][CH2:18][CH2:19][C:20]2[CH:25]=[CH:24][C:23]([N:26]([CH2:29][CH3:30])[CH2:27][CH3:28])=[CH:22][CH:21]=2)=[CH:13][CH:12]=1.[OH-].[K+].Cl. The catalyst is CCO.CC(C)=O. The product is [CH2:29]([N:26]([CH2:27][CH3:28])[C:23]1[CH:22]=[CH:21][C:20]([CH2:19][CH2:18][CH2:17][C:14]2[CH:15]=[CH:16][C:11]([NH:10][C:5]3[CH:6]=[CH:7][CH:8]=[CH:9][C:4]=3[C:3]([OH:31])=[O:2])=[CH:12][CH:13]=2)=[CH:25][CH:24]=1)[CH3:30]. The yield is 0.990. (7) The reactants are [CH2:1]([O:3][C:4](=[O:11])[C:5]([CH3:10])([CH3:9])C(O)=O)[CH3:2].C1C=CC(P([N:26]=[N+]=[N-])(C2C=CC=CC=2)=O)=CC=1.[Cl:29][C:30]1[CH:31]=[C:32]([C:37]2[C:45]([C:46]([NH2:48])=[O:47])=[C:40]3[CH2:41][NH:42][CH2:43][CH2:44][N:39]3[N:38]=2)[CH:33]=[CH:34][C:35]=1[F:36].C1[CH2:53][O:52]CC1. The catalyst is C1(C)C=CC=CC=1. The product is [C:46]([C:45]1[C:37]([C:32]2[CH:33]=[CH:34][C:35]([F:36])=[C:30]([Cl:29])[CH:31]=2)=[N:38][N:39]2[CH2:44][CH2:43][N:42]([C:53]([NH:26][C:5]([CH3:9])([CH3:10])[C:4]([O:3][CH2:1][CH3:2])=[O:11])=[O:52])[CH2:41][C:40]=12)(=[O:47])[NH2:48]. The yield is 0.700.